This data is from hERG Central: cardiac toxicity at 1µM, 10µM, and general inhibition. The task is: Predict hERG channel inhibition at various concentrations. The compound is O=C(C1=C[C@H](C2CC2)C[C@H](OCc2ccc(CO)cc2)O1)N1CCN(Cc2ccccc2)CC1. Results: hERG_inhib (hERG inhibition (general)): blocker.